Predict the reaction yield, written as a fraction of the theoretical maximum amount of product (1.0 means a 100% yield; for example, 0.34 means a 34% yield). From a dataset of Reaction yield outcomes from USPTO patents with 853,638 reactions. The reactants are [OH:1][CH2:2][C@@H:3]1[CH2:12][C:11]2[C:6](=[CH:7][CH:8]=[CH:9][CH:10]=2)[CH2:5][N:4]1[C:13]([C:15]1[CH:20]=[C:19]([N+:21]([O-:23])=[O:22])[CH:18]=[CH:17][C:16]=1[N:24]1[C:28]([CH3:29])=[CH:27][C:26]([C:30]([O:32]CC)=[O:31])=[N:25]1)=[O:14].O.[OH-].[Li+]. The catalyst is C1COCC1.O. The product is [OH:1][CH2:2][C@@H:3]1[CH2:12][C:11]2[C:6](=[CH:7][CH:8]=[CH:9][CH:10]=2)[CH2:5][N:4]1[C:13]([C:15]1[CH:20]=[C:19]([N+:21]([O-:23])=[O:22])[CH:18]=[CH:17][C:16]=1[N:24]1[C:28]([CH3:29])=[CH:27][C:26]([C:30]([OH:32])=[O:31])=[N:25]1)=[O:14]. The yield is 0.820.